This data is from Forward reaction prediction with 1.9M reactions from USPTO patents (1976-2016). The task is: Predict the product of the given reaction. (1) The product is: [CH3:1][N:2]1[C:6]([C@H:12]2[CH2:17][CH2:16][CH2:15][CH2:14][C@@H:13]2[OH:18])=[CH:5][N:4]=[N:3]1. Given the reactants [CH3:1][N:2]1[CH:6]=[CH:5][N:4]=[N:3]1.C([Li])CCC.[CH:12]12[O:18][CH:13]1[CH2:14][CH2:15][CH2:16][CH2:17]2, predict the reaction product. (2) Given the reactants [NH:1]1[C:9]2[C:4](=[CH:5][CH:6]=[CH:7][CH:8]=2)[C:3]2([C:13]3=[CH:14][C:15]4[O:19][CH2:18][O:17][C:16]=4[CH:20]=[C:12]3[O:11][CH2:10]2)[C:2]1=[O:21].Br[C:23]1[CH:24]=[N:25][CH:26]=[C:27]([O:29][CH3:30])[CH:28]=1.CC1(C)C2C=CC=C(P(C3C=CC=CC=3)C3C=CC=CC=3)C=2OC2C1=CC=CC=2P(C1C=CC=CC=1)C1C=CC=CC=1.C(=O)([O-])[O-].[Cs+].[Cs+], predict the reaction product. The product is: [CH3:30][O:29][C:27]1[CH:28]=[C:23]([N:1]2[C:9]3[C:4](=[CH:5][CH:6]=[CH:7][CH:8]=3)[C:3]3([C:13]4=[CH:14][C:15]5[O:19][CH2:18][O:17][C:16]=5[CH:20]=[C:12]4[O:11][CH2:10]3)[C:2]2=[O:21])[CH:24]=[N:25][CH:26]=1. (3) Given the reactants [NH2:1][C:2]1[CH:17]=[CH:16][C:5]([C:6]([NH:8][C:9]2[CH:14]=[CH:13][C:12]([Br:15])=[CH:11][N:10]=2)=[O:7])=[CH:4][C:3]=1[N+:18]([O-])=O, predict the reaction product. The product is: [NH2:18][C:3]1[CH:4]=[C:5]([CH:16]=[CH:17][C:2]=1[NH2:1])[C:6]([NH:8][C:9]1[CH:14]=[CH:13][C:12]([Br:15])=[CH:11][N:10]=1)=[O:7]. (4) Given the reactants O1CCCC1.[NH2:6][C:7]1[C:12]([C:13]2[O:17][N:16]=[C:15]([CH2:18][C:19]3[CH:24]=[CH:23][C:22]([OH:25])=[CH:21][CH:20]=3)[CH:14]=2)=[CH:11][CH:10]=[C:9]([NH2:26])[N:8]=1.[OH-].[Na+].[Cl:29][C:30]1[CH:31]=[CH:32][C:33]([CH2:36]Cl)=[N:34][CH:35]=1, predict the reaction product. The product is: [Cl:29][C:30]1[CH:31]=[CH:32][C:33]([CH2:36][O:25][C:22]2[CH:23]=[CH:24][C:19]([CH2:18][C:15]3[CH:14]=[C:13]([C:12]4[C:7]([NH2:6])=[N:8][C:9]([NH2:26])=[CH:10][CH:11]=4)[O:17][N:16]=3)=[CH:20][CH:21]=2)=[N:34][CH:35]=1. (5) Given the reactants [F:1][C:2]1[CH:7]=[CH:6][C:5]([O:8][CH3:9])=[C:4]([N:10]=[C:11]=[S:12])[CH:3]=1.COC1C=CC=CC=1NC([NH:24][C:25]1[C:33]2[N:32]=[CH:31][N:30]([CH3:34])[C:29]=2[CH:28]=[CH:27][CH:26]=1)=S, predict the reaction product. The product is: [F:1][C:2]1[CH:7]=[CH:6][C:5]([O:8][CH3:9])=[C:4]([NH:10][C:11]([NH:24][C:25]2[C:33]3[N:32]=[CH:31][N:30]([CH3:34])[C:29]=3[CH:28]=[CH:27][CH:26]=2)=[S:12])[CH:3]=1.